Dataset: Catalyst prediction with 721,799 reactions and 888 catalyst types from USPTO. Task: Predict which catalyst facilitates the given reaction. Reactant: [OH-].[Na+].C([O:5][C:6](=[O:34])[CH2:7][S:8][C:9]1[N:18]=[C:17]([CH3:19])[CH:16]=[C:15]2[C:10]=1[C:11](=[O:33])[CH:12]=[C:13]([NH:26][C:27]1[CH:32]=[CH:31][CH:30]=[CH:29][CH:28]=1)[N:14]2[C:20]1[CH:25]=[CH:24][CH:23]=[CH:22][CH:21]=1)C. Product: [NH:26]([C:13]1[N:14]([C:20]2[CH:25]=[CH:24][CH:23]=[CH:22][CH:21]=2)[C:15]2[C:10]([C:11](=[O:33])[CH:12]=1)=[C:9]([S:8][CH2:7][C:6]([OH:34])=[O:5])[N:18]=[C:17]([CH3:19])[CH:16]=2)[C:27]1[CH:32]=[CH:31][CH:30]=[CH:29][CH:28]=1. The catalyst class is: 14.